Dataset: Reaction yield outcomes from USPTO patents with 853,638 reactions. Task: Predict the reaction yield, written as a fraction of the theoretical maximum amount of product (1.0 means a 100% yield; for example, 0.34 means a 34% yield). (1) The reactants are FC(F)(F)C(O)=O.C(OC([N:15]1[CH2:21][CH2:20][CH2:19][C@H:18]([N:22]([CH2:29][C:30]2[CH:35]=[C:34]([C:36]([F:39])([F:38])[F:37])[CH:33]=[C:32]([C:40]([F:43])([F:42])[F:41])[CH:31]=2)[C:23]2[O:27][N:26]=[C:25]([CH3:28])[CH:24]=2)[C:17]2[CH:44]=[C:45]([CH3:52])[C:46]([C:48]([F:51])([F:50])[F:49])=[CH:47][C:16]1=2)=O)(C)(C)C.C(=O)(O)[O-].[Na+]. The catalyst is C(Cl)Cl. The product is [F:43][C:40]([F:41])([F:42])[C:32]1[CH:31]=[C:30]([CH:35]=[C:34]([C:36]([F:39])([F:38])[F:37])[CH:33]=1)[CH2:29][N:22]([C:23]1[O:27][N:26]=[C:25]([CH3:28])[CH:24]=1)[C@H:18]1[CH2:19][CH2:20][CH2:21][NH:15][C:16]2[CH:47]=[C:46]([C:48]([F:51])([F:49])[F:50])[C:45]([CH3:52])=[CH:44][C:17]1=2. The yield is 0.760. (2) The reactants are [CH:1]1([N:6]2[C:10]([CH3:11])=[C:9]([C:12]([O:14]CC)=[O:13])[CH:8]=[N:7]2)[CH2:5][CH2:4][CH2:3][CH2:2]1.[Li+].[OH-]. The catalyst is CCO.O. The product is [CH:1]1([N:6]2[C:10]([CH3:11])=[C:9]([C:12]([OH:14])=[O:13])[CH:8]=[N:7]2)[CH2:2][CH2:3][CH2:4][CH2:5]1. The yield is 0.640. (3) The reactants are C([O-])(=O)C.[NH4+:5].[CH2:6]([O:8][C:9](=[O:38])[CH:10]([O:27][C:28](=O)[CH2:29][O:30][C:31]1[CH:36]=[CH:35][CH:34]=[CH:33][CH:32]=1)[C:11](=O)[CH2:12][CH:13]([NH:15][C:16]([O:18][CH2:19][C:20]1[CH:25]=[CH:24][CH:23]=[CH:22][CH:21]=1)=[O:17])[CH3:14])[CH3:7]. The catalyst is C(O)(=O)C. The product is [CH2:6]([O:8][C:9]([C:10]1[O:27][C:28]([CH2:29][O:30][C:31]2[CH:36]=[CH:35][CH:34]=[CH:33][CH:32]=2)=[N:5][C:11]=1[CH2:12][CH:13]([NH:15][C:16]([O:18][CH2:19][C:20]1[CH:25]=[CH:24][CH:23]=[CH:22][CH:21]=1)=[O:17])[CH3:14])=[O:38])[CH3:7]. The yield is 0.640. (4) The reactants are [F:1][C:2]([F:7])([F:6])[C:3]([OH:5])=[O:4].[F:8][C:9]([F:14])([F:13])[C:10]([OH:12])=[O:11].FC(F)(F)C(O)=O.[Cl:22][C:23]1[CH:24]=[N:25][C:26]2[NH:27][C:28]3[CH:29]=[N:30][CH:31]=[C:32]([CH:54]=3)[CH2:33][CH2:34][C:35]3[CH:43]=[C:39]([NH:40][C:41]=1[N:42]=2)[CH:38]=[CH:37][C:36]=3[NH:44][C:45](=[O:53])[CH2:46][CH:47]1[CH2:52][CH2:51][NH:50][CH2:49][CH2:48]1.[C:55](Cl)(=[O:58])[CH2:56][CH3:57]. No catalyst specified. The product is [F:1][C:2]([F:7])([F:6])[C:3]([OH:5])=[O:4].[F:8][C:9]([F:14])([F:13])[C:10]([OH:12])=[O:11].[Cl:22][C:23]1[CH:24]=[N:25][C:26]2[NH:27][C:28]3[CH:29]=[N:30][CH:31]=[C:32]([CH:54]=3)[CH2:33][CH2:34][C:35]3[CH:43]=[C:39]([NH:40][C:41]=1[N:42]=2)[CH:38]=[CH:37][C:36]=3[NH:44][C:45](=[O:53])[CH2:46][CH:47]1[CH2:52][CH2:51][N:50]([C:55](=[O:58])[CH2:56][CH3:57])[CH2:49][CH2:48]1. The yield is 0.200. (5) The reactants are [N:1]1([CH2:7][CH2:8][O:9][C:10]2[CH:15]=[CH:14][C:13]([NH2:16])=[CH:12][CH:11]=2)[CH2:6][CH2:5][CH2:4][CH2:3][CH2:2]1.[Cl:17][C:18]1[CH:19]=[C:20]2[C:24](=[CH:25][CH:26]=1)[NH:23][C:22](=[O:27])[C:21]2=[CH:28]O. No catalyst specified. The product is [Cl:17][C:18]1[CH:19]=[C:20]2[C:24](=[CH:25][CH:26]=1)[NH:23][C:22](=[O:27])[C:21]2=[CH:28][NH:16][C:13]1[CH:12]=[CH:11][C:10]([O:9][CH2:8][CH2:7][N:1]2[CH2:2][CH2:3][CH2:4][CH2:5][CH2:6]2)=[CH:15][CH:14]=1. The yield is 0.570. (6) The reactants are C([O:4][CH2:5][CH2:6][C:7]1[C:12]([F:13])=[C:11]([NH:14][C:15](=[O:25])[C:16]([F:24])([F:23])[C:17]2[CH:22]=[CH:21][CH:20]=[CH:19][CH:18]=2)[CH:10]=[CH:9][C:8]=1[NH2:26])(=O)C.C([O-])([O-])=O.[K+].[K+].Cl. The catalyst is CO.O. The product is [NH2:26][C:8]1[CH:9]=[CH:10][C:11]([NH:14][C:15](=[O:25])[C:16]([F:23])([F:24])[C:17]2[CH:22]=[CH:21][CH:20]=[CH:19][CH:18]=2)=[C:12]([F:13])[C:7]=1[CH2:6][CH2:5][OH:4]. The yield is 0.920. (7) The reactants are [F:1][C:2]1[CH:10]=[C:9]2[C:5]([C:6]([C:11]3[CH:26]=[CH:25][C:14]4[N:15]=[C:16]([CH2:18][NH:19][S:20]([CH:23]=[CH2:24])(=[O:22])=[O:21])[O:17][C:13]=4[CH:12]=3)=[CH:7][NH:8]2)=[CH:4][CH:3]=1.[CH3:27][N:28]1[CH2:33][CH2:32][NH:31][CH2:30][CH2:29]1. The catalyst is CC#N.C1COCC1.O. The product is [F:1][C:2]1[CH:10]=[C:9]2[C:5]([C:6]([C:11]3[CH:26]=[CH:25][C:14]4[N:15]=[C:16]([CH2:18][NH:19][S:20]([CH2:23][CH2:24][N:31]5[CH2:32][CH2:33][N:28]([CH3:27])[CH2:29][CH2:30]5)(=[O:22])=[O:21])[O:17][C:13]=4[CH:12]=3)=[CH:7][NH:8]2)=[CH:4][CH:3]=1. The yield is 0.460.